This data is from Catalyst prediction with 721,799 reactions and 888 catalyst types from USPTO. The task is: Predict which catalyst facilitates the given reaction. (1) Reactant: [CH2:1]([C:13]1[CH:18]=[CH:17][C:16]([C:19]2[O:23][N:22]=[C:21]([C:24]3([C:27]([OH:29])=O)[CH2:26][CH2:25]3)[N:20]=2)=[CH:15][CH:14]=1)[CH2:2][CH2:3][CH2:4][CH2:5][CH2:6][CH2:7][CH2:8][CH2:9][CH2:10][CH2:11][CH3:12].ClC(OCC(C)C)=O.[NH3:38].CO. Product: [CH2:1]([C:13]1[CH:18]=[CH:17][C:16]([C:19]2[O:23][N:22]=[C:21]([C:24]3([C:27]([NH2:38])=[O:29])[CH2:26][CH2:25]3)[N:20]=2)=[CH:15][CH:14]=1)[CH2:2][CH2:3][CH2:4][CH2:5][CH2:6][CH2:7][CH2:8][CH2:9][CH2:10][CH2:11][CH3:12]. The catalyst class is: 2. (2) Reactant: [CH2:1]([O:3][C:4]([C:6]1[CH:7]=[N:8][N:9]([CH2:12][CH2:13][CH2:14][O:15][CH3:16])[C:10]=1N)=[O:5])[CH3:2].C(O)(=O)C.N(OC(C)(C)C)=O.[ClH:28]. Product: [CH2:1]([O:3][C:4]([C:6]1[CH:7]=[N:8][N:9]([CH2:12][CH2:13][CH2:14][O:15][CH3:16])[C:10]=1[Cl:28])=[O:5])[CH3:2]. The catalyst class is: 10. (3) Reactant: [C:1]1(=[O:6])[CH2:5][CH2:4][CH:3]=[CH:2]1.[CH:7](=[O:12])[CH2:8][CH2:9][CH2:10][CH3:11].C(P(CCCC)CCCC)CCC. Product: [OH:12][CH:7]([C:2]1[C:1](=[O:6])[CH2:5][CH2:4][CH:3]=1)[CH2:8][CH2:9][CH2:10][CH3:11]. The catalyst class is: 1. (4) Product: [CH:44]1([NH:47][C:36]([NH:1][C:2]2[CH:30]=[CH:29][C:5]([O:6][C:7]3[CH:12]=[CH:11][N:10]=[C:9]4[CH:13]=[C:14]([C:16]5[N:17]([CH3:28])[C:18]([CH2:21][N:22]6[CH2:26][CH2:25][CH2:24][C:23]6=[O:27])=[CH:19][N:20]=5)[S:15][C:8]=34)=[C:4]([F:31])[CH:3]=2)=[O:42])[CH2:46][CH2:45]1. Reactant: [NH2:1][C:2]1[CH:30]=[CH:29][C:5]([O:6][C:7]2[CH:12]=[CH:11][N:10]=[C:9]3[CH:13]=[C:14]([C:16]4[N:17]([CH3:28])[C:18]([CH2:21][N:22]5[CH2:26][CH2:25][CH2:24][C:23]5=[O:27])=[CH:19][N:20]=4)[S:15][C:8]=23)=[C:4]([F:31])[CH:3]=1.ClC(Cl)(O[C:36](=[O:42])OC(Cl)(Cl)Cl)Cl.[CH:44]1([NH2:47])[CH2:46][CH2:45]1. The catalyst class is: 1. (5) Reactant: CN(C=O)C.[CH:6]1([C:12]2([CH3:20])[N:16]([CH3:17])[C:15](=[O:18])[NH:14][C:13]2=[O:19])[CH2:11][CH2:10][CH2:9][CH2:8][CH2:7]1.[H-].[Na+].Br[CH2:24][C:25]([C:27]1[CH:32]=[CH:31][CH:30]=[C:29]([OH:33])[CH:28]=1)=[O:26]. Product: [CH:6]1([C:12]2([CH3:20])[N:16]([CH3:17])[C:15](=[O:18])[N:14]([CH2:24][C:25]([C:27]3[CH:32]=[CH:31][CH:30]=[C:29]([OH:33])[CH:28]=3)=[O:26])[C:13]2=[O:19])[CH2:7][CH2:8][CH2:9][CH2:10][CH2:11]1. The catalyst class is: 6.